Task: Regression. Given a peptide amino acid sequence and an MHC pseudo amino acid sequence, predict their binding affinity value. This is MHC class II binding data.. Dataset: Peptide-MHC class II binding affinity with 134,281 pairs from IEDB (1) The peptide sequence is APEVKYTKFETALKK. The MHC is HLA-DPA10301-DPB10402 with pseudo-sequence HLA-DPA10301-DPB10402. The binding affinity (normalized) is 0.784. (2) The peptide sequence is SCGLYKQPGVPVRWK. The MHC is DRB1_0802 with pseudo-sequence DRB1_0802. The binding affinity (normalized) is 0.326. (3) The peptide sequence is SSYAATEVANAAAGQ. The MHC is DRB1_0405 with pseudo-sequence DRB1_0405. The binding affinity (normalized) is 0.438. (4) The peptide sequence is TMLLGMLMICSAA. The MHC is HLA-DQA10501-DQB10301 with pseudo-sequence HLA-DQA10501-DQB10301. The binding affinity (normalized) is 0. (5) The peptide sequence is LQLHVDKAVSGLRSL. The MHC is DRB1_0701 with pseudo-sequence DRB1_0701. The binding affinity (normalized) is 0.254. (6) The peptide sequence is PFTVRYTTEGGTKGE. The MHC is DRB5_0101 with pseudo-sequence DRB5_0101. The binding affinity (normalized) is 0.305. (7) The peptide sequence is SQDLELSWNLNGCQAY. The MHC is DRB1_0401 with pseudo-sequence DRB1_0401. The binding affinity (normalized) is 0.574. (8) The peptide sequence is GAGVMVEGVFHTLWHTTK. The MHC is DRB4_0101 with pseudo-sequence DRB4_0103. The binding affinity (normalized) is 0.